Dataset: Full USPTO retrosynthesis dataset with 1.9M reactions from patents (1976-2016). Task: Predict the reactants needed to synthesize the given product. Given the product [CH3:13][C:8]1([C:4]2[CH:3]=[C:2]([NH:14][CH2:15][CH2:16][NH2:17])[CH:7]=[CH:6][N:5]=2)[O:12][CH2:11][CH2:10][O:9]1, predict the reactants needed to synthesize it. The reactants are: Cl[C:2]1[CH:7]=[CH:6][N:5]=[C:4]([C:8]2([CH3:13])[O:12][CH2:11][CH2:10][O:9]2)[CH:3]=1.[NH2:14][CH2:15][CH2:16][NH2:17].